From a dataset of Catalyst prediction with 721,799 reactions and 888 catalyst types from USPTO. Predict which catalyst facilitates the given reaction. (1) Reactant: [OH:1][CH2:2][CH:3]1[O:8][CH2:7][CH2:6][NH:5][CH2:4]1.O1CCCNCC1.[C:16]([OH:23])(=[O:22])/[CH:17]=[CH:18]/[C:19]([OH:21])=[O:20]. Product: [C:16]([OH:23])(=[O:22])/[CH:17]=[CH:18]/[C:19]([OH:21])=[O:20].[OH:1][CH2:2][C@@H:3]1[O:8][CH2:7][CH2:6][NH:5][CH2:4]1. The catalyst class is: 5. (2) Reactant: C1COCC1.[CH3:6][O:7][C:8]1[CH:13]=[CH:12][CH:11]=[CH:10][C:9]=1[Mg]Br.[Cl:16][CH2:17][Si:18]([CH3:21])([CH3:20])Cl. Product: [Cl:16][CH2:17][Si:18]([C:9]1[CH:10]=[CH:11][CH:12]=[CH:13][C:8]=1[O:7][CH3:6])([CH3:21])[CH3:20]. The catalyst class is: 6. (3) Reactant: [Cl:1][C:2]1[CH:7]=[CH:6][C:5]([NH:8][S:9]([C:12]([F:15])([F:14])[F:13])(=[O:11])=[O:10])=[C:4]([C:16](=O)[CH2:17][CH3:18])[CH:3]=1.Cl.[Cl:21][C:22]1[CH:27]=[CH:26][C:25]([O:28][NH2:29])=[CH:24][CH:23]=1.CC([O-])=O.[Na+]. Product: [Cl:1][C:2]1[CH:7]=[CH:6][C:5]([NH:8][S:9]([C:12]([F:15])([F:14])[F:13])(=[O:11])=[O:10])=[C:4]([C:16](=[N:29][O:28][C:25]2[CH:26]=[CH:27][C:22]([Cl:21])=[CH:23][CH:24]=2)[CH2:17][CH3:18])[CH:3]=1. The catalyst class is: 14.